Dataset: Forward reaction prediction with 1.9M reactions from USPTO patents (1976-2016). Task: Predict the product of the given reaction. (1) Given the reactants [C:1]([O:5][C:6]([C@@:8]1([CH2:24]O)[CH:12]([CH2:13][OH:14])[C:11](=[O:15])[N:10]([C@@H:16]([C:18]2[CH:23]=[CH:22][CH:21]=[CH:20][CH:19]=2)[CH3:17])[CH2:9]1)=[O:7])([CH3:4])([CH3:3])[CH3:2].C1(P(C2C=CC=CC=2)C2C=CC=CC=2)C=CC=CC=1.N(C(OCC)=O)=NC(OCC)=O.C1(C)C=CC=CC=1, predict the reaction product. The product is: [C:1]([O:5][C:6]([C@@:8]12[CH2:24][O:14][CH2:13][CH:12]1[C:11](=[O:15])[N:10]([C@@H:16]([C:18]1[CH:19]=[CH:20][CH:21]=[CH:22][CH:23]=1)[CH3:17])[CH2:9]2)=[O:7])([CH3:3])([CH3:2])[CH3:4]. (2) The product is: [CH2:10]([C:13]1[O:14][C:15]2[CH:21]=[C:20]([O:22][CH3:23])[CH:19]=[CH:18][C:16]=2[CH:17]=1)[CH3:11]. Given the reactants NN.C(O)COCCO.[C:10]([C:13]1[O:14][C:15]2[CH:21]=[C:20]([O:22][CH3:23])[CH:19]=[CH:18][C:16]=2[CH:17]=1)(=O)[CH3:11].[OH-].[K+], predict the reaction product. (3) Given the reactants [CH3:1][C:2]1[CH:6]=[C:5]([CH3:7])[N:4]([CH2:8][CH2:9][NH2:10])[N:3]=1.Cl[C:12]1[CH:17]=[C:16]([C:18]2[CH:23]=[CH:22][CH:21]=[C:20]([CH3:24])[C:19]=2[CH3:25])[N:15]=[C:14]([NH2:26])[N:13]=1, predict the reaction product. The product is: [CH3:1][C:2]1[CH:6]=[C:5]([CH3:7])[N:4]([CH2:8][CH2:9][NH:10][C:12]2[CH:17]=[C:16]([C:18]3[CH:23]=[CH:22][CH:21]=[C:20]([CH3:24])[C:19]=3[CH3:25])[N:15]=[C:14]([NH2:26])[N:13]=2)[N:3]=1. (4) The product is: [Cl:1][C:2]1[C:23]([Cl:24])=[CH:22][C:5]2[N:6]([CH2:14][O:15][CH2:16][CH2:17][Si:18]([CH3:19])([CH3:21])[CH3:20])[C:7]([CH2:9][CH2:10][CH2:11][CH2:12][NH:25][CH2:26][C@@H:27]3[C@H:31]4[O:32][C:33]([CH3:35])([CH3:36])[O:34][C@H:30]4[C@H:29]([N:37]4[C:41]5[N:42]=[CH:43][N:44]=[C:45]([NH:46][CH:47]6[CH2:49][CH2:48]6)[C:40]=5[CH:39]=[CH:38]4)[CH2:28]3)=[N:8][C:4]=2[CH:3]=1. Given the reactants [Cl:1][C:2]1[C:23]([Cl:24])=[CH:22][C:5]2[N:6]([CH2:14][O:15][CH2:16][CH2:17][Si:18]([CH3:21])([CH3:20])[CH3:19])[C:7]([CH2:9][CH2:10][CH2:11][CH:12]=O)=[N:8][C:4]=2[CH:3]=1.[NH2:25][CH2:26][C@@H:27]1[C@H:31]2[O:32][C:33]([CH3:36])([CH3:35])[O:34][C@H:30]2[C@H:29]([N:37]2[C:41]3[N:42]=[CH:43][N:44]=[C:45]([NH:46][CH:47]4[CH2:49][CH2:48]4)[C:40]=3[CH:39]=[CH:38]2)[CH2:28]1.C(O[BH-](OC(=O)C)OC(=O)C)(=O)C.[Na+], predict the reaction product. (5) Given the reactants [Br:1][C:2]1[CH:3]=[C:4]2[C:8](=[CH:9][CH:10]=1)[NH:7][CH:6]=[C:5]2[CH2:11][CH2:12][C:13]([OH:15])=[O:14].[CH3:16][Si](Cl)(C)C, predict the reaction product. The product is: [CH3:16][O:14][C:13](=[O:15])[CH2:12][CH2:11][C:5]1[C:4]2[C:8](=[CH:9][CH:10]=[C:2]([Br:1])[CH:3]=2)[NH:7][CH:6]=1. (6) Given the reactants [OH:1][C:2]1[CH:7]=[CH:6][CH:5]=[CH:4][C:3]=1[C:8]1[CH:13]=[CH:12][C:11]([CH2:14][NH:15][C:16](=[O:22])[O:17][C:18]([CH3:21])([CH3:20])[CH3:19])=[CH:10][CH:9]=1.Br[CH2:24][CH2:25][CH2:26][CH3:27], predict the reaction product. The product is: [CH2:24]([O:1][C:2]1[CH:7]=[CH:6][CH:5]=[CH:4][C:3]=1[C:8]1[CH:13]=[CH:12][C:11]([CH2:14][NH:15][C:16](=[O:22])[O:17][C:18]([CH3:19])([CH3:21])[CH3:20])=[CH:10][CH:9]=1)[CH2:25][CH2:26][CH3:27]. (7) Given the reactants [CH2:1]([O:3][C:4](=[O:9])/[CH:5]=[CH:6]/[CH:7]=[O:8])[CH3:2].[N+](C1C=CC=CC=1C(O)=O)([O-])=O.N1CCCC1.[OH:27][C:28]1[C:35]([O:36][CH3:37])=[CH:34][CH:33]=[C:32]([O:38][CH3:39])[C:29]=1[CH:30]=O, predict the reaction product. The product is: [CH2:1]([O:3][C:4]([CH:5]1[C:6]([CH:7]=[O:8])=[CH:30][C:29]2[C:28](=[C:35]([O:36][CH3:37])[CH:34]=[CH:33][C:32]=2[O:38][CH3:39])[O:27]1)=[O:9])[CH3:2].